From a dataset of Catalyst prediction with 721,799 reactions and 888 catalyst types from USPTO. Predict which catalyst facilitates the given reaction. (1) Reactant: C([O:3][C:4](=[O:29])[CH2:5][C:6]1[C:7]([CH3:28])=[C:8]([S:15]([C:18]2[CH:27]=[CH:26][C:25]3[C:20](=[CH:21][CH:22]=[CH:23][CH:24]=3)[CH:19]=2)(=[O:17])=[O:16])[N:9]2[C:14]=1[CH:13]=[CH:12][CH:11]=[CH:10]2)C.C(=O)([O-])[O-].[K+].[K+].ClC1C=C(C=CC=1)C(OO)=O. Product: [CH3:28][C:7]1[C:6]([CH2:5][C:4]([OH:29])=[O:3])=[C:14]2[N:9]([C:8]=1[S:15]([C:18]1[CH:27]=[CH:26][C:25]3[C:20](=[CH:21][CH:22]=[CH:23][CH:24]=3)[CH:19]=1)(=[O:17])=[O:16])[CH:10]=[CH:11][CH:12]=[CH:13]2. The catalyst class is: 5. (2) Reactant: Cl.COC[O:5][C:6]1[CH:11]=[CH:10][C:9]([N:12]2[CH2:17][CH2:16][N:15]([C:18]([C:20]3[CH:25]=[CH:24][CH:23]=[CH:22][CH:21]=3)=[O:19])[CH2:14][CH2:13]2)=[CH:8][C:7]=1[N+:26]([O-:28])=[O:27]. Product: [OH:5][C:6]1[CH:11]=[CH:10][C:9]([N:12]2[CH2:13][CH2:14][N:15]([C:18]([C:20]3[CH:25]=[CH:24][CH:23]=[CH:22][CH:21]=3)=[O:19])[CH2:16][CH2:17]2)=[CH:8][C:7]=1[N+:26]([O-:28])=[O:27]. The catalyst class is: 138. (3) Reactant: [Cl:1][C:2]1[CH:3]=[C:4]2[C:8](=[C:9]([Cl:11])[CH:10]=1)[C:7](=O)[CH2:6][CH2:5]2.Cl.[CH3:14][O:15][NH2:16]. Product: [CH3:14][O:15][N:16]=[C:7]1[C:8]2[C:4](=[CH:3][C:2]([Cl:1])=[CH:10][C:9]=2[Cl:11])[CH2:5][CH2:6]1. The catalyst class is: 24. (4) The catalyst class is: 238. Product: [F:15][C:16]1[CH:23]=[CH:22][C:19](/[CH:20]=[C:11](\[C:8]2[CH:9]=[CH:10][C:5]([O:4][CH:1]([CH3:3])[CH3:2])=[CH:6][CH:7]=2)/[C:12]([OH:14])=[O:13])=[CH:18][C:17]=1[O:24][CH3:25]. Reactant: [CH:1]([O:4][C:5]1[CH:10]=[CH:9][C:8]([CH2:11][C:12]([OH:14])=[O:13])=[CH:7][CH:6]=1)([CH3:3])[CH3:2].[F:15][C:16]1[CH:23]=[CH:22][C:19]([CH:20]=O)=[CH:18][C:17]=1[O:24][CH3:25].CC(OC(C)=O)=O.CCN(CC)CC. (5) Reactant: [Cl:1][C:2]1[N:10]=[C:9]2[C:5]([N:6]=[CH:7][N:8]2[CH:11]2[CH2:16][CH2:15][CH2:14][CH2:13][O:12]2)=[C:4]([N:17]2[CH2:22][CH2:21][O:20][CH2:19][CH2:18]2)[N:3]=1.C1C[O:26][CH2:25]C1.C([Li])CCC.CN(C)C=O. Product: [Cl:1][C:2]1[N:10]=[C:9]2[C:5]([N:6]=[C:7]([CH:25]=[O:26])[N:8]2[CH:11]2[CH2:16][CH2:15][CH2:14][CH2:13][O:12]2)=[C:4]([N:17]2[CH2:22][CH2:21][O:20][CH2:19][CH2:18]2)[N:3]=1. The catalyst class is: 81. (6) The catalyst class is: 4. Reactant: [F:1][C:2]([F:16])([F:15])[C:3]1[CH:14]=[CH:13][C:6]2[S:7][C:8]([C:10](Cl)=[O:11])=[CH:9][C:5]=2[CH:4]=1.[CH3:17][SH:18].[Na]. Product: [F:1][C:2]([F:16])([F:15])[C:3]1[CH:14]=[CH:13][C:6]2[S:7][C:8]([C:10](=[O:11])[S:18][CH3:17])=[CH:9][C:5]=2[CH:4]=1. (7) Reactant: [CH3:1][O:2][C:3]1[CH:4]=[C:5]([C:9]2[CH:10]=[N:11][NH:12][C:13]=2[NH2:14])[CH:6]=[CH:7][CH:8]=1.[O:15]1[CH2:20][CH2:19][O:18][C:17]2[CH:21]=[C:22]([C:25](=O)[CH2:26][C:27](OCC)=[O:28])[CH:23]=[CH:24][C:16]1=2. Product: [O:15]1[CH2:20][CH2:19][O:18][C:17]2[CH:21]=[C:22]([C:25]3[NH:14][C:13]4[N:12]([N:11]=[CH:10][C:9]=4[C:5]4[CH:6]=[CH:7][CH:8]=[C:3]([O:2][CH3:1])[CH:4]=4)[C:27](=[O:28])[CH:26]=3)[CH:23]=[CH:24][C:16]1=2. The catalyst class is: 15.